Dataset: Full USPTO retrosynthesis dataset with 1.9M reactions from patents (1976-2016). Task: Predict the reactants needed to synthesize the given product. Given the product [C:1]([O:5][C:6]([N:8]([CH2:12][C:13]1[CH:18]=[CH:17][CH:16]=[CH:15][C:14]=1[C:19]1[NH:20][C:21]2[C:26]([C:27]=1[CH:28]1[CH2:33][CH2:32][CH2:31][CH2:30][CH2:29]1)=[CH:25][CH:24]=[C:23]([C:34]([O:36][CH3:37])=[O:35])[CH:22]=2)[CH2:9][CH2:10][O:11][S:46]([CH3:45])(=[O:48])=[O:47])=[O:7])([CH3:4])([CH3:3])[CH3:2], predict the reactants needed to synthesize it. The reactants are: [C:1]([O:5][C:6]([N:8]([CH2:12][C:13]1[CH:18]=[CH:17][CH:16]=[CH:15][C:14]=1[C:19]1[NH:20][C:21]2[C:26]([C:27]=1[CH:28]1[CH2:33][CH2:32][CH2:31][CH2:30][CH2:29]1)=[CH:25][CH:24]=[C:23]([C:34]([O:36][CH3:37])=[O:35])[CH:22]=2)[CH2:9][CH2:10][OH:11])=[O:7])([CH3:4])([CH3:3])[CH3:2].C(N(CC)CC)C.[CH3:45][S:46](Cl)(=[O:48])=[O:47].Cl.